From a dataset of Catalyst prediction with 721,799 reactions and 888 catalyst types from USPTO. Predict which catalyst facilitates the given reaction. (1) Reactant: C(OC([N:8]1[C:13]2[CH:14]=[C:15]([Cl:19])[C:16]([NH2:18])=[CH:17][C:12]=2[O:11][CH:10]([C:20]([N:22]2[CH2:27][CH2:26][C:25]([C:36]#[N:37])([CH2:28][C:29]3[CH:34]=[CH:33][C:32]([F:35])=[CH:31][CH:30]=3)[CH2:24][CH2:23]2)=[O:21])[CH2:9]1)=O)(C)(C)C.[N:38]([O-])=O.[Na+].O.O.Cl[Sn]Cl.CO[CH:49]([CH3:57])[C:50](OC)(OC)OC. Product: [Cl:19][C:15]1[C:16]([N:18]2[CH:57]=[CH:49][CH:50]=[N:38]2)=[CH:17][C:12]2[O:11][CH:10]([C:20]([N:22]3[CH2:27][CH2:26][C:25]([CH2:28][C:29]4[CH:34]=[CH:33][C:32]([F:35])=[CH:31][CH:30]=4)([C:36]#[N:37])[CH2:24][CH2:23]3)=[O:21])[CH2:9][NH:8][C:13]=2[CH:14]=1. The catalyst class is: 89. (2) Reactant: [N+:1]([C:4]1[CH:5]=[C:6]2[C:12](=[CH:13][CH:14]=1)[CH:11]1[O:15][CH:7]2[CH2:8][NH:9][CH2:10]1)([O-:3])=[O:2].[CH2:16](Cl)[C:17]#[CH:18].C(=O)([O-])[O-].[K+].[K+].C1COCC1. Product: [N+:1]([C:4]1[CH:5]=[C:6]2[C:12](=[CH:13][CH:14]=1)[CH:11]1[O:15][CH:7]2[CH2:8][N:9]([CH2:18][C:17]#[CH:16])[CH2:10]1)([O-:3])=[O:2]. The catalyst class is: 250.